Regression. Given two drug SMILES strings and cell line genomic features, predict the synergy score measuring deviation from expected non-interaction effect. From a dataset of NCI-60 drug combinations with 297,098 pairs across 59 cell lines. (1) Drug 1: CC1=C(C=C(C=C1)C(=O)NC2=CC(=CC(=C2)C(F)(F)F)N3C=C(N=C3)C)NC4=NC=CC(=N4)C5=CN=CC=C5. Drug 2: CNC(=O)C1=NC=CC(=C1)OC2=CC=C(C=C2)NC(=O)NC3=CC(=C(C=C3)Cl)C(F)(F)F. Cell line: NCI-H460. Synergy scores: CSS=5.13, Synergy_ZIP=-1.02, Synergy_Bliss=-0.590, Synergy_Loewe=3.53, Synergy_HSA=-0.0610. (2) Drug 1: CS(=O)(=O)OCCCCOS(=O)(=O)C. Drug 2: C1CCC(C(C1)N)N.C(=O)(C(=O)[O-])[O-].[Pt+4]. Cell line: MDA-MB-435. Synergy scores: CSS=23.9, Synergy_ZIP=-3.95, Synergy_Bliss=3.18, Synergy_Loewe=-50.0, Synergy_HSA=-1.60. (3) Drug 1: CN(CCCl)CCCl.Cl. Drug 2: COC1=C2C(=CC3=C1OC=C3)C=CC(=O)O2. Cell line: SF-539. Synergy scores: CSS=3.23, Synergy_ZIP=-2.31, Synergy_Bliss=9.36, Synergy_Loewe=-15.3, Synergy_HSA=1.36. (4) Drug 1: C1C(C(OC1N2C=C(C(=O)NC2=O)F)CO)O. Drug 2: CC(C)(C#N)C1=CC(=CC(=C1)CN2C=NC=N2)C(C)(C)C#N. Cell line: HT29. Synergy scores: CSS=23.0, Synergy_ZIP=3.43, Synergy_Bliss=-2.99, Synergy_Loewe=-10.4, Synergy_HSA=-1.49. (5) Drug 1: CN(CC1=CN=C2C(=N1)C(=NC(=N2)N)N)C3=CC=C(C=C3)C(=O)NC(CCC(=O)O)C(=O)O. Drug 2: CC1=C(C(=O)C2=C(C1=O)N3CC4C(C3(C2COC(=O)N)OC)N4)N. Cell line: BT-549. Synergy scores: CSS=29.3, Synergy_ZIP=2.59, Synergy_Bliss=3.52, Synergy_Loewe=4.79, Synergy_HSA=5.34. (6) Drug 1: C1CN(CCN1C(=O)CCBr)C(=O)CCBr. Drug 2: C1=NNC2=C1C(=O)NC=N2. Cell line: MOLT-4. Synergy scores: CSS=45.0, Synergy_ZIP=-0.714, Synergy_Bliss=-2.67, Synergy_Loewe=-13.5, Synergy_HSA=-5.56. (7) Drug 1: CCCCCOC(=O)NC1=NC(=O)N(C=C1F)C2C(C(C(O2)C)O)O. Synergy scores: CSS=-7.65, Synergy_ZIP=-1.27, Synergy_Bliss=-7.17, Synergy_Loewe=-14.0, Synergy_HSA=-8.50. Cell line: SF-268. Drug 2: CCN(CC)CCNC(=O)C1=C(NC(=C1C)C=C2C3=C(C=CC(=C3)F)NC2=O)C.